Task: Predict the product of the given reaction.. Dataset: Forward reaction prediction with 1.9M reactions from USPTO patents (1976-2016) Given the reactants [CH3:1][NH:2][NH2:3].[C:4]([O:11]C(OC(C)(C)C)=O)(=O)[O:5][C:6]([CH3:9])([CH3:8])[CH3:7], predict the reaction product. The product is: [C:4]([N:2]([CH3:1])[NH2:3])([O:5][C:6]([CH3:9])([CH3:8])[CH3:7])=[O:11].